Dataset: Reaction yield outcomes from USPTO patents with 853,638 reactions. Task: Predict the reaction yield, written as a fraction of the theoretical maximum amount of product (1.0 means a 100% yield; for example, 0.34 means a 34% yield). The reactants are [BH4-].[Na+].[O:3]1[C:7]2[CH:8]=[CH:9][CH:10]=[CH:11][C:6]=2[N:5]=[CH:4]1.C(O)(=O)C. The catalyst is C1COCC1. The product is [CH3:4][NH:5][C:6]1[CH:11]=[CH:10][CH:9]=[CH:8][C:7]=1[OH:3]. The yield is 1.00.